The task is: Predict the reactants needed to synthesize the given product.. This data is from Full USPTO retrosynthesis dataset with 1.9M reactions from patents (1976-2016). (1) Given the product [CH2:1]1[C:3]2([CH2:7][CH2:6][N:5]([C:8]([CH:10]3[CH2:15][CH2:14][C:13]4[C:16]5[C:21]([NH:36][C:28]6[CH:29]=[C:30]7[C:34](=[CH:35][C:27]=6[O:26][CH2:24][CH3:25])[NH:33][N:32]=[CH:31]7)=[N:20][CH:19]=[N:18][C:17]=5[S:23][C:12]=4[CH2:11]3)=[O:9])[CH2:4]2)[CH2:2]1, predict the reactants needed to synthesize it. The reactants are: [CH2:1]1[C:3]2([CH2:7][CH2:6][N:5]([C:8]([CH:10]3[CH2:15][CH2:14][C:13]4[C:16]5[C:21](Cl)=[N:20][CH:19]=[N:18][C:17]=5[S:23][C:12]=4[CH2:11]3)=[O:9])[CH2:4]2)[CH2:2]1.[CH2:24]([O:26][C:27]1[CH:35]=[C:34]2[C:30]([CH:31]=[N:32][NH:33]2)=[CH:29][C:28]=1[NH2:36])[CH3:25]. (2) The reactants are: [F:1][C:2]1[CH:7]=[CH:6][C:5]([N:8]2[C:12](/[CH:13]=[CH:14]/[C:15]3[S:16][C:17]([C:21]([OH:23])=O)=[C:18]([CH3:20])[N:19]=3)=[C:11]([CH3:24])[N:10]=[N:9]2)=[CH:4][CH:3]=1.[CH:25]([NH2:28])([CH3:27])[CH3:26]. Given the product [CH:25]([NH:28][C:21]([C:17]1[S:16][C:15](/[CH:14]=[CH:13]/[C:12]2[N:8]([C:5]3[CH:6]=[CH:7][C:2]([F:1])=[CH:3][CH:4]=3)[N:9]=[N:10][C:11]=2[CH3:24])=[N:19][C:18]=1[CH3:20])=[O:23])([CH3:27])[CH3:26], predict the reactants needed to synthesize it. (3) Given the product [CH2:5]([O:4][C:2](=[O:3])[NH:20][C:12]1[C:13]([N+:17]([O-:19])=[O:18])=[CH:14][CH:15]=[CH:16][C:11]=1[O:10][CH3:9])[CH3:21], predict the reactants needed to synthesize it. The reactants are: Cl[C:2]([O:4][C:5](Cl)(Cl)Cl)=[O:3].[CH3:9][O:10][C:11]1[CH:16]=[CH:15][CH:14]=[C:13]([N+:17]([O-:19])=[O:18])[C:12]=1[NH2:20].[CH2:21]1COCC1. (4) Given the product [CH2:61]([O:63][C:64](=[O:69])[CH2:65][CH2:66][CH2:67][C:2]1[CH:3]=[C:4]2[C:10]3([CH2:14][CH2:13][N:12]([C:15]([O:17][C:18]([CH3:21])([CH3:19])[CH3:20])=[O:16])[CH2:11]3)[CH2:9][N:8]([C:22]([O:24][CH2:25][CH2:26][Si:27]([CH3:30])([CH3:29])[CH3:28])=[O:23])[C:5]2=[CH:6][CH:7]=1)[CH3:62], predict the reactants needed to synthesize it. The reactants are: Br[C:2]1[CH:3]=[C:4]2[C:10]3([CH2:14][CH2:13][N:12]([C:15]([O:17][C:18]([CH3:21])([CH3:20])[CH3:19])=[O:16])[CH2:11]3)[CH2:9][N:8]([C:22]([O:24][CH2:25][CH2:26][Si:27]([CH3:30])([CH3:29])[CH3:28])=[O:23])[C:5]2=[CH:6][CH:7]=1.COC1C=CC=C(OC)C=1C1C=CC=CC=1P(C1CCCCC1)C1CCCCC1.[Br-].[CH2:61]([O:63][C:64](=[O:69])[CH2:65][CH2:66][CH2:67][Zn+])[CH3:62].[Cl-].[NH4+]. (5) Given the product [CH3:32][N:29]1[CH2:28][CH2:27][N:26]([CH2:25][C:22]2[N:20]3[CH:21]=[C:16]([O:12][C@H:5]4[C:6]5[C:11](=[CH:10][CH:9]=[CH:8][CH:7]=5)[C@@H:2]([NH2:1])[CH2:3][CH2:4]4)[CH:17]=[CH:18][C:19]3=[N:24][N:23]=2)[CH2:31][CH2:30]1, predict the reactants needed to synthesize it. The reactants are: [NH2:1][C@@H:2]1[C:11]2[C:6](=[CH:7][CH:8]=[CH:9][CH:10]=2)[C@H:5]([OH:12])[CH2:4][CH2:3]1.[H-].[Na+].F[C:16]1[CH:17]=[CH:18][C:19]2[N:20]([C:22]([CH2:25][N:26]3[CH2:31][CH2:30][N:29]([CH3:32])[CH2:28][CH2:27]3)=[N:23][N:24]=2)[CH:21]=1. (6) Given the product [Cl:22][C:17]1[CH:18]=[C:19]([C:5]2[CH:6]=[CH:7][C:8]([O:9][CH3:10])=[C:3]([O:2][CH3:1])[CH:4]=2)[N:20]=[C:15]([NH2:14])[N:16]=1, predict the reactants needed to synthesize it. The reactants are: [CH3:1][O:2][C:3]1[CH:4]=[C:5](B(O)O)[CH:6]=[CH:7][C:8]=1[O:9][CH3:10].[NH2:14][C:15]1[N:20]=[C:19](Cl)[CH:18]=[C:17]([Cl:22])[N:16]=1.C1(P(C2C=CC=CC=2)C2C=CC=CC=2)C=CC=CC=1.C([O-])([O-])=O.[Na+].[Na+].